This data is from Catalyst prediction with 721,799 reactions and 888 catalyst types from USPTO. The task is: Predict which catalyst facilitates the given reaction. (1) Reactant: Br[CH2:2][C:3]1[CH:12]=[C:11]([N+:13]([O-:15])=[O:14])[CH:10]=[CH:9][C:4]=1[C:5]([O:7]C)=O.[Si:16]([O:23][CH2:24][CH2:25][NH2:26])([C:19]([CH3:22])([CH3:21])[CH3:20])([CH3:18])[CH3:17]. Product: [Si:16]([O:23][CH2:24][CH2:25][N:26]1[CH2:2][C:3]2[C:4](=[CH:9][CH:10]=[C:11]([N+:13]([O-:15])=[O:14])[CH:12]=2)[C:5]1=[O:7])([C:19]([CH3:21])([CH3:22])[CH3:20])([CH3:18])[CH3:17]. The catalyst class is: 5. (2) Reactant: CC[O:3][C:4]([C:6]1(CC)[CH2:11][N:10]([C:12]([O:14][C:15]([CH3:18])([CH3:17])[CH3:16])=[O:13])[C:9]2[CH:19]=[C:20]([Cl:23])[CH:21]=[CH:22][C:8]=2[O:7]1)=[O:5].[OH-].[Li+]. Product: [C:15]([O:14][C:12]([N:10]1[C:9]2[CH:19]=[C:20]([Cl:23])[CH:21]=[CH:22][C:8]=2[O:7][CH:6]([C:4]([OH:5])=[O:3])[CH2:11]1)=[O:13])([CH3:18])([CH3:16])[CH3:17]. The catalyst class is: 20. (3) Reactant: [CH3:1][C:2]([N:6]([CH3:11])[CH:7]1[CH2:10][O:9][CH2:8]1)([CH3:5])[CH:3]=O.N1CCCC1.[Si](Cl)(C)(C)C.[NH2:22][C:23]1[N:28]=[CH:27][N:26]=[C:25]2[N:29]([CH2:46][C@@H:47]3[CH2:51][CH2:50][CH2:49][N:48]3[C:52](=[O:56])[CH2:53][C:54]#[N:55])[N:30]=[C:31]([C:32]3[CH:37]=[CH:36][C:35]([O:38][C:39]4[CH:44]=[CH:43][CH:42]=[CH:41][CH:40]=4)=[CH:34][C:33]=3[F:45])[C:24]=12. Product: [NH2:22][C:23]1[N:28]=[CH:27][N:26]=[C:25]2[N:29]([CH2:46][C@@H:47]3[CH2:51][CH2:50][CH2:49][N:48]3[C:52]([C:53](=[CH:3][C:2]([CH3:1])([N:6]([CH3:11])[CH:7]3[CH2:10][O:9][CH2:8]3)[CH3:5])[C:54]#[N:55])=[O:56])[N:30]=[C:31]([C:32]3[CH:37]=[CH:36][C:35]([O:38][C:39]4[CH:40]=[CH:41][CH:42]=[CH:43][CH:44]=4)=[CH:34][C:33]=3[F:45])[C:24]=12. The catalyst class is: 91. (4) Reactant: Cl[C:2]1[N:3]([S:27]([N:30]([CH3:32])[CH3:31])(=[O:29])=[O:28])[N:4]=[C:5]2[C:10]=1[CH2:9][CH2:8][C@H:7]1[C@H:11]([CH3:19])[C:12]3([CH2:17][CH2:18][C@:6]21[C:20]1[CH:25]=[CH:24][CH:23]=[C:22]([F:26])[CH:21]=1)[O:16][CH2:15][CH2:14][O:13]3.C(=O)([O-])[O-].[Cs+].[Cs+].CC1(C)C(C)(C)OB([C:47]2[CH:48]=[C:49]([CH2:53][CH2:54][CH2:55][OH:56])[CH:50]=[CH:51][CH:52]=2)O1. Product: [F:26][C:22]1[CH:21]=[C:20]([C@:6]23[CH2:18][CH2:17][C:12]4([O:16][CH2:15][CH2:14][O:13]4)[C@@H:11]([CH3:19])[C@@H:7]2[CH2:8][CH2:9][C:10]2[C:5]3=[N:4][N:3]([S:27]([N:30]([CH3:31])[CH3:32])(=[O:28])=[O:29])[C:2]=2[C:47]2[CH:52]=[CH:51][CH:50]=[C:49]([CH2:53][CH2:54][CH2:55][OH:56])[CH:48]=2)[CH:25]=[CH:24][CH:23]=1. The catalyst class is: 12. (5) Reactant: C[O:2][C:3](=O)[CH2:4][CH2:5][C:6]1[CH:7]=[CH:8][C:9]2[N:13]=[C:12]([CH2:14][NH:15][C:16]3[CH:21]=[CH:20][CH:19]=[CH:18][C:17]=3/[CH:22]=[CH:23]/[C:24]([O:26][C:27]([CH3:30])([CH3:29])[CH3:28])=[O:25])[NH:11][C:10]=2[CH:31]=1.[NH3:33]. Product: [NH2:33][C:3](=[O:2])[CH2:4][CH2:5][C:6]1[CH:7]=[CH:8][C:9]2[N:13]=[C:12]([CH2:14][NH:15][C:16]3[CH:21]=[CH:20][CH:19]=[CH:18][C:17]=3/[CH:22]=[CH:23]/[C:24]([O:26][C:27]([CH3:30])([CH3:28])[CH3:29])=[O:25])[NH:11][C:10]=2[CH:31]=1. The catalyst class is: 5. (6) Reactant: [Cl:1][C:2]1[CH:3]=[C:4]2[C:9](=[CH:10][C:11]=1[O:12][C:13]1[CH:21]=[CH:20][C:16]([C:17]([OH:19])=O)=[CH:15][CH:14]=1)[O:8][CH2:7][CH2:6][CH:5]2[C:22]([O:24][CH2:25][CH3:26])=[O:23].O.ON1C2C=CC=CC=2N=N1.[Br:38][C:39]1[CH:44]=[C:43]([Cl:45])[CH:42]=[CH:41][C:40]=1[CH2:46][CH2:47][NH2:48].Cl.C(N=C=NCCCN(C)C)C. Product: [Br:38][C:39]1[CH:44]=[C:43]([Cl:45])[CH:42]=[CH:41][C:40]=1[CH2:46][CH2:47][NH:48][C:17]([C:16]1[CH:20]=[CH:21][C:13]([O:12][C:11]2[CH:10]=[C:9]3[C:4]([CH:5]([C:22]([O:24][CH2:25][CH3:26])=[O:23])[CH2:6][CH2:7][O:8]3)=[CH:3][C:2]=2[Cl:1])=[CH:14][CH:15]=1)=[O:19]. The catalyst class is: 35.